From a dataset of Forward reaction prediction with 1.9M reactions from USPTO patents (1976-2016). Predict the product of the given reaction. Given the reactants Br[C:2]1[N:7]=[CH:6][C:5]([CH2:8][N:9]2[CH2:14][CH2:13][O:12][CH2:11][CH2:10]2)=[CH:4][CH:3]=1.[CH2:15]([Sn](CCCC)(CCCC)C=C)[CH2:16]CC, predict the reaction product. The product is: [CH:15]([C:2]1[N:7]=[CH:6][C:5]([CH2:8][N:9]2[CH2:14][CH2:13][O:12][CH2:11][CH2:10]2)=[CH:4][CH:3]=1)=[CH2:16].